From a dataset of Reaction yield outcomes from USPTO patents with 853,638 reactions. Predict the reaction yield, written as a fraction of the theoretical maximum amount of product (1.0 means a 100% yield; for example, 0.34 means a 34% yield). (1) The reactants are [Cl:1][C:2]1[CH:24]=[CH:23][C:5]([C:6]([C:8]2[CH:9]=[C:10]3[C:15](=[CH:16][CH:17]=2)[N:14]([CH3:18])[C:13](=[O:19])[CH:12]=[C:11]3[C:20](Cl)=[O:21])=[O:7])=[CH:4][CH:3]=1.[NH3:25].CC(O)C.O.C(OCC)C. The catalyst is C1COCC1. The product is [Cl:1][C:2]1[CH:24]=[CH:23][C:5]([C:6]([C:8]2[CH:9]=[C:10]3[C:15](=[CH:16][CH:17]=2)[N:14]([CH3:18])[C:13](=[O:19])[CH:12]=[C:11]3[C:20]([NH2:25])=[O:21])=[O:7])=[CH:4][CH:3]=1. The yield is 0.850. (2) The reactants are O[CH:2]([P:9](=[O:14])([O:12][CH3:13])[O:10][CH3:11])[C:3]1[CH:8]=[CH:7][CH:6]=[CH:5][CH:4]=1.N1C=CC=CC=1.S(Br)([Br:23])=O. The catalyst is C(Cl)Cl. The product is [Br:23][CH:2]([P:9](=[O:14])([O:12][CH3:13])[O:10][CH3:11])[C:3]1[CH:8]=[CH:7][CH:6]=[CH:5][CH:4]=1. The yield is 0.880. (3) The reactants are [Br:1][C:2]1[CH:10]=[C:6]([C:7]([OH:9])=O)[C:5]([OH:11])=[CH:4][CH:3]=1.[N+:12]([C:15]1[CH:21]=[CH:20][C:18]([NH2:19])=[CH:17][C:16]=1[C:22]([F:25])([F:24])[F:23])([O-:14])=[O:13]. No catalyst specified. The product is [Br:1][C:2]1[CH:3]=[CH:4][C:5]([OH:11])=[C:6]([CH:10]=1)[C:7]([NH:19][C:18]1[CH:20]=[CH:21][C:15]([N+:12]([O-:14])=[O:13])=[C:16]([C:22]([F:23])([F:24])[F:25])[CH:17]=1)=[O:9]. The yield is 0.497. (4) The reactants are [C:1]([CH:3]1[CH2:6][N:5]([C:7](=[O:42])[C@H:8]([NH:10][C:11]([C:13]2[C:21]3[C:16](=[N:17][CH:18]=[C:19]([C:22]4[CH:27]=[CH:26][CH:25]=[C:24]([C:28](=[O:33])[NH:29][CH:30]([CH3:32])[CH3:31])[CH:23]=4)[N:20]=3)[N:15](COCC[Si](C)(C)C)[CH:14]=2)=[O:12])[CH3:9])[CH2:4]1)#[N:2].C(O)(C(F)(F)F)=O. The catalyst is C(Cl)Cl. The product is [C:1]([CH:3]1[CH2:6][N:5]([C:7](=[O:42])[C@H:8]([NH:10][C:11]([C:13]2[C:21]3[C:16](=[N:17][CH:18]=[C:19]([C:22]4[CH:27]=[CH:26][CH:25]=[C:24]([C:28](=[O:33])[NH:29][CH:30]([CH3:31])[CH3:32])[CH:23]=4)[N:20]=3)[NH:15][CH:14]=2)=[O:12])[CH3:9])[CH2:4]1)#[N:2]. The yield is 0.700.